This data is from Peptide-MHC class II binding affinity with 134,281 pairs from IEDB. The task is: Regression. Given a peptide amino acid sequence and an MHC pseudo amino acid sequence, predict their binding affinity value. This is MHC class II binding data. (1) The peptide sequence is AEFLENFVRSSNLKF. The MHC is HLA-DPA10103-DPB10401 with pseudo-sequence HLA-DPA10103-DPB10401. The binding affinity (normalized) is 0.402. (2) The peptide sequence is TEKLVAGKSQIQ. The MHC is DRB1_0401 with pseudo-sequence DRB1_0401. The binding affinity (normalized) is 0. (3) The peptide sequence is APEDKYEAFVLHFSE. The MHC is DRB3_0101 with pseudo-sequence DRB3_0101. The binding affinity (normalized) is 0.275. (4) The peptide sequence is EKKYFTATQFEPLAA. The MHC is DRB1_0701 with pseudo-sequence DRB1_0701. The binding affinity (normalized) is 0.717.